This data is from Reaction yield outcomes from USPTO patents with 853,638 reactions. The task is: Predict the reaction yield, written as a fraction of the theoretical maximum amount of product (1.0 means a 100% yield; for example, 0.34 means a 34% yield). (1) The reactants are [CH:1]1[C:6]2[C:7]([C:16]3[CH:23]=[CH:22][C:19]([CH:20]=[O:21])=[CH:18][C:17]=3[F:24])=[N:8][C:9]3[CH:15]=[CH:14][CH:13]=[CH:12][C:10]=3[O:11][C:5]=2[CH:4]=[CH:3][CH:2]=1.C(N(CC)CC)C.[C-]#N.[K+].[OH:35][C:36](C)(C)C#N. The product is [CH:1]1[C:6]2[C:7]([C:16]3[CH:23]=[CH:22][C:19]([C:20]([O:35][CH3:36])=[O:21])=[CH:18][C:17]=3[F:24])=[N:8][C:9]3[CH:15]=[CH:14][CH:13]=[CH:12][C:10]=3[O:11][C:5]=2[CH:4]=[CH:3][CH:2]=1. The catalyst is CO. The yield is 0.560. (2) The reactants are [N+:1]([C:4]1[CH:5]=[C:6]([CH:10]=[C:11]([N+:13]([O-:15])=[O:14])[CH:12]=1)[C:7]([OH:9])=[O:8])([O-:3])=[O:2].C(=O)([O-])O.[Na+].[I-].[Na+].Cl[CH2:24][CH2:25][CH2:26][CH2:27][CH2:28][CH2:29][OH:30]. The catalyst is CN1CCCC1=O.O. The product is [N+:1]([C:4]1[CH:5]=[C:6]([CH:10]=[C:11]([N+:13]([O-:15])=[O:14])[CH:12]=1)[C:7]([O:9][CH2:24][CH2:25][CH2:26][CH2:27][CH2:28][CH2:29][OH:30])=[O:8])([O-:3])=[O:2]. The yield is 0.910. (3) The reactants are [CH3:1][Si:2]([CH3:26])([CH3:25])[CH2:3][CH2:4][O:5][CH2:6][N:7]1[C:11]2[CH:12]=[N:13][N:14]([CH2:17][O:18][CH2:19][CH2:20][Si:21]([CH3:24])([CH3:23])[CH3:22])[C:15](=[O:16])[C:10]=2[CH:9]=[CH:8]1.C(=O)([O-])O.[Na+].S([O-])([O-])(=O)=O.[Mg+2].ClCCl.[I:41]Cl. The catalyst is O.C(#N)C. The product is [I:41][C:9]1[C:10]2[C:15](=[O:16])[N:14]([CH2:17][O:18][CH2:19][CH2:20][Si:21]([CH3:24])([CH3:23])[CH3:22])[N:13]=[CH:12][C:11]=2[N:7]([CH2:6][O:5][CH2:4][CH2:3][Si:2]([CH3:26])([CH3:25])[CH3:1])[CH:8]=1. The yield is 0.790. (4) The reactants are C([CH2:8][CH2:9][CH2:10][N:11]([CH2:21][C:22]1[CH:27]=[CH:26][CH:25]=[CH:24][CH:23]=1)[C:12]([O:14][CH2:15][C:16]1[S:20][CH:19]=[N:18][CH:17]=1)=[O:13])C1C=CC=CC=1.[CH:28]([N:31](C(C)C)CC)(C)C.Cl[C:38]([O:40][CH2:41][C:42]1[CH:47]=[CH:46][CH:45]=[CH:44][CH:43]=1)=[O:39].CCO[C:51]([CH3:53])=O.[CH2:54]1[CH2:58]O[CH2:56][CH2:55]1. No catalyst specified. The product is [CH2:28]([N:31]([CH2:8][CH2:9][CH2:10][N:11]([CH2:21][C:22]1[CH:23]=[CH:24][CH:25]=[CH:26][CH:27]=1)[C:12]([O:14][CH2:15][C:16]1[S:20][CH:19]=[N:18][CH:17]=1)=[O:13])[C:38](=[O:39])[O:40][CH2:41][C:42]1[CH:47]=[CH:46][CH:45]=[CH:44][CH:43]=1)[C:51]1[CH:53]=[CH:58][CH:54]=[CH:55][CH:56]=1. The yield is 0.370. (5) The reactants are F[B-](F)(F)F.C([PH+](C(C)(C)C)C(C)(C)C)(C)(C)C.N#N.Br[C:22]1[CH:23]=[C:24]([NH:28][C:29](=[O:35])[O:30][C:31]([CH3:34])([CH3:33])[CH3:32])[CH:25]=[CH:26][CH:27]=1.[CH2:36]([OH:39])[CH:37]=[CH2:38].C1(N(C)C2CCCCC2)CCCCC1. The catalyst is C1C=CC(/C=C/C(/C=C/C2C=CC=CC=2)=O)=CC=1.C1C=CC(/C=C/C(/C=C/C2C=CC=CC=2)=O)=CC=1.C1C=CC(/C=C/C(/C=C/C2C=CC=CC=2)=O)=CC=1.[Pd].[Pd].O1CCOCC1. The product is [C:31]([O:30][C:29](=[O:35])[NH:28][C:24]1[CH:25]=[CH:26][CH:27]=[C:22]([CH2:38][CH2:37][CH:36]=[O:39])[CH:23]=1)([CH3:34])([CH3:33])[CH3:32]. The yield is 0.300.